From a dataset of Catalyst prediction with 721,799 reactions and 888 catalyst types from USPTO. Predict which catalyst facilitates the given reaction. (1) Reactant: Br[C:2]1[CH:3]=[C:4]2[C:9](=[CH:10][CH:11]=1)[C:8](=[O:12])[NH:7][N:6]=[C:5]2[Cl:13].[O:14]1[CH2:19][CH2:18][N:17]([CH2:20][C:21]2[CH:22]=[C:23]([CH2:27][NH2:28])[CH:24]=[CH:25][CH:26]=2)[CH2:16][CH2:15]1.C1C=CC(P(C2C(C3C(P(C4C=CC=CC=4)C4C=CC=CC=4)=CC=C4C=3C=CC=C4)=C3C(C=CC=C3)=CC=2)C2C=CC=CC=2)=CC=1.CC([O-])(C)C.[Na+]. Product: [Cl:13][C:5]1[C:4]2[C:9](=[CH:10][CH:11]=[C:2]([NH:28][CH2:27][C:23]3[CH:24]=[CH:25][CH:26]=[C:21]([CH2:20][N:17]4[CH2:18][CH2:19][O:14][CH2:15][CH2:16]4)[CH:22]=3)[CH:3]=2)[C:8](=[O:12])[NH:7][N:6]=1. The catalyst class is: 686. (2) Reactant: [F:1][C:2]([F:19])([F:18])[C:3]1[CH:8]=[CH:7][C:6]([C:9]#[C:10]/[CH:11]=[CH:12]/[C:13](OCC)=[O:14])=[CH:5][CH:4]=1.[H-].C([Al+]CC(C)C)C(C)C.C1(C)C=CC=CC=1. Product: [F:1][C:2]([F:18])([F:19])[C:3]1[CH:4]=[CH:5][C:6]([C:9]#[C:10]/[CH:11]=[CH:12]/[CH2:13][OH:14])=[CH:7][CH:8]=1. The catalyst class is: 11.